This data is from NCI-60 drug combinations with 297,098 pairs across 59 cell lines. The task is: Regression. Given two drug SMILES strings and cell line genomic features, predict the synergy score measuring deviation from expected non-interaction effect. (1) Drug 1: C(CC(=O)O)C(=O)CN.Cl. Drug 2: C1=CN(C=N1)CC(O)(P(=O)(O)O)P(=O)(O)O. Cell line: SF-295. Synergy scores: CSS=10.7, Synergy_ZIP=-4.10, Synergy_Bliss=1.46, Synergy_Loewe=0.0595, Synergy_HSA=-0.636. (2) Drug 1: C1CCC(C1)C(CC#N)N2C=C(C=N2)C3=C4C=CNC4=NC=N3. Drug 2: C1=CN(C(=O)N=C1N)C2C(C(C(O2)CO)O)O.Cl. Cell line: OVCAR-5. Synergy scores: CSS=29.1, Synergy_ZIP=-6.87, Synergy_Bliss=2.64, Synergy_Loewe=-34.2, Synergy_HSA=-0.800.